This data is from Full USPTO retrosynthesis dataset with 1.9M reactions from patents (1976-2016). The task is: Predict the reactants needed to synthesize the given product. (1) Given the product [Cl:1][CH2:2]/[CH:3]=[CH:4]/[B:5]1[O:7][C:12]([CH3:14])([CH3:13])[C:9]([CH3:11])([CH3:10])[O:6]1, predict the reactants needed to synthesize it. The reactants are: [Cl:1][CH2:2]/[CH:3]=[CH:4]/[B:5]([OH:7])[OH:6].O[C:9]([C:12](O)([CH3:14])[CH3:13])([CH3:11])[CH3:10].S([O-])([O-])(=O)=O.[Mg+2]. (2) The reactants are: Br[C:2]1[CH:11]=[CH:10][C:9]2[C:4](=[CH:5][CH:6]=[C:7]([O:12][CH3:13])[CH:8]=2)[CH:3]=1.[C:14](=[O:17])([O-])[O-].[K+].[K+]. Given the product [CH3:13][O:12][C:7]1[CH:6]=[CH:5][C:4]2[C:9](=[CH:10][CH:11]=[C:2]([C:2]3[CH:11]=[CH:10][CH:9]=[C:4]([O:17][CH3:14])[CH:3]=3)[CH:3]=2)[CH:8]=1, predict the reactants needed to synthesize it.